From a dataset of NCI-60 drug combinations with 297,098 pairs across 59 cell lines. Regression. Given two drug SMILES strings and cell line genomic features, predict the synergy score measuring deviation from expected non-interaction effect. (1) Drug 1: C1=CC(=C2C(=C1NCCNCCO)C(=O)C3=C(C=CC(=C3C2=O)O)O)NCCNCCO. Drug 2: CC1=CC2C(CCC3(C2CCC3(C(=O)C)OC(=O)C)C)C4(C1=CC(=O)CC4)C. Cell line: NCI-H460. Synergy scores: CSS=53.9, Synergy_ZIP=6.35, Synergy_Bliss=5.27, Synergy_Loewe=-26.9, Synergy_HSA=5.28. (2) Drug 1: CCC1=CC2CC(C3=C(CN(C2)C1)C4=CC=CC=C4N3)(C5=C(C=C6C(=C5)C78CCN9C7C(C=CC9)(C(C(C8N6C)(C(=O)OC)O)OC(=O)C)CC)OC)C(=O)OC.C(C(C(=O)O)O)(C(=O)O)O. Drug 2: COC1=CC(=CC(=C1O)OC)C2C3C(COC3=O)C(C4=CC5=C(C=C24)OCO5)OC6C(C(C7C(O6)COC(O7)C8=CC=CS8)O)O. Cell line: T-47D. Synergy scores: CSS=45.3, Synergy_ZIP=-10.6, Synergy_Bliss=-3.92, Synergy_Loewe=-2.44, Synergy_HSA=0.607.